Dataset: Forward reaction prediction with 1.9M reactions from USPTO patents (1976-2016). Task: Predict the product of the given reaction. (1) Given the reactants BrC1C=CC2[C:6]3[C:11]([C:12]4[C:17]=2[C:16]=1[CH:15]=[CH:14][CH:13]=4)=[CH:10][C:9](Br)=[CH:8][CH:7]=3.[CH:19]1[C:33]2=[C:34]3[C:26]([C:27]4[C:32]2=[CH:31][CH:30]=[CH:29][CH:28]=4)=[CH:25][CH:24]=[CH:23][C:22]3=[CH:21][CH:20]=1.BrBr.[C:37]1([CH3:43])[CH:42]=[CH:41][CH:40]=[CH:39][CH:38]=1, predict the reaction product. The product is: [C:40]1([C:23]2[CH:24]=[CH:25][C:26]3[C:27]4[C:32]([C:33]5[C:34]=3[C:22]=2[CH:21]=[CH:20][CH:19]=5)=[CH:31][C:30]([C:15]2[CH:14]=[CH:13][C:12]([C:11]3[CH:6]=[CH:7][CH:8]=[CH:9][CH:10]=3)=[CH:17][CH:16]=2)=[CH:29][CH:28]=4)[CH:41]=[CH:42][C:37]([C:43]2[CH:10]=[CH:11][CH:6]=[CH:7][CH:8]=2)=[CH:38][CH:39]=1. (2) Given the reactants [NH2:1][C:2]1[C:11]2[CH:10]=[CH:9][C:8]([F:12])=[C:7](Br)[C:6]=2[N:5]=[C:4]2[CH2:14][N:15]([CH:18]3[CH2:21][CH2:20][CH2:19]3)[C:16](=[O:17])[C:3]=12.[CH3:22][O:23][C:24]1[C:29](B(O)O)=[CH:28][CH:27]=[C:26]([O:33][CH3:34])[N:25]=1, predict the reaction product. The product is: [NH2:1][C:2]1[C:11]2[CH:10]=[CH:9][C:8]([F:12])=[C:7]([C:29]3[C:24]([O:23][CH3:22])=[N:25][C:26]([O:33][CH3:34])=[CH:27][CH:28]=3)[C:6]=2[N:5]=[C:4]2[CH2:14][N:15]([CH:18]3[CH2:21][CH2:20][CH2:19]3)[C:16](=[O:17])[C:3]=12. (3) The product is: [S:8]([O:11][CH2:7][C@H:2]([C@@H:3]([CH2:4][O:11][S:8]([C:5]1[CH:6]=[CH:7][C:2]([CH3:12])=[CH:3][CH:4]=1)(=[O:9])=[O:10])[OH:1])[OH:1])([C:5]1[CH:4]=[CH:3][C:2]([CH3:12])=[CH:7][CH:6]=1)(=[O:9])=[O:10]. Given the reactants [OH2:1].[C:2]1([CH3:12])[CH:7]=[CH:6][C:5]([S:8]([OH:11])(=[O:10])=[O:9])=[CH:4][CH:3]=1, predict the reaction product. (4) The product is: [CH3:23][C:13]1[S:14][C:15]([C:16]2[CH:17]=[C:18]([CH3:22])[CH:19]=[CH:20][CH:21]=2)=[C:11]([C:9]([N:8]2[CH2:7][C@H:6]3[C@H:4]([CH2:5]3)[C@H:3]2[CH2:2][NH:1][C:33]([C:26]2[C:27]3[C:32](=[CH:31][CH:30]=[CH:29][CH:28]=3)[NH:24][CH:25]=2)=[O:34])=[O:10])[N:12]=1. Given the reactants [NH2:1][CH2:2][C@H:3]1[N:8]([C:9]([C:11]2[N:12]=[C:13]([CH3:23])[S:14][C:15]=2[C:16]2[CH:17]=[C:18]([CH3:22])[CH:19]=[CH:20][CH:21]=2)=[O:10])[CH2:7][C@H:6]2[C@@H:4]1[CH2:5]2.[NH:24]1[C:32]2[C:27](=[CH:28][CH:29]=[CH:30][CH:31]=2)[C:26]([C:33](O)=[O:34])=[CH:25]1, predict the reaction product. (5) Given the reactants [C:1]([N:4]1[CH2:10][CH2:9][C:8]2[CH:11]=[CH:12][CH:13]=[CH:14][C:7]=2[CH2:6][CH2:5]1)(=[O:3])[CH3:2].[Cl:15][S:16](O)(=[O:18])=[O:17], predict the reaction product. The product is: [C:1]([N:4]1[CH2:10][CH2:9][C:8]2[CH:11]=[CH:12][C:13]([S:16]([Cl:15])(=[O:18])=[O:17])=[CH:14][C:7]=2[CH2:6][CH2:5]1)(=[O:3])[CH3:2].